This data is from Experimentally validated miRNA-target interactions with 360,000+ pairs, plus equal number of negative samples. The task is: Binary Classification. Given a miRNA mature sequence and a target amino acid sequence, predict their likelihood of interaction. (1) The miRNA is hsa-miR-3123 with sequence CAGAGAAUUGUUUAAUC. The protein sequence of the target gene is MARPLSDRTPGPLLLGGPAGAPPGGGALLGLRSLLQGNSKPKEPASCLLKEKERKATLPSAPVPGPGLETAGPADAPSGAVSGGGSPRGRSGPVAGPSLFAPLLWERTLPFGDVEYVDLDAFLLEHGLPPSPPPPGGLSPAPSPARTPAPSPGPGSCSSSSPRSSPGHAPARATLGAAGGHRAGLTSRDTPSPVDPDTVEVLMTFEPDPADLALSSIPGHETFDPRRHRFSEEELKPQPIMKKARKVQVPEEQKDEKYWSRRYKNNEAAKRSRDARRLKENQISVRAAFLEKENALLRQE.... Result: 0 (no interaction). (2) The protein sequence of the target gene is MSALQIQNVNWQVPMNRRAHHTDKFSSQDSIVRRGQPWEIILVCNRSLESGEDLNFIVSTGPQPSESARTKAVFSISGRSTGGWNAALKANSGNNLAIAIASPVSAPIGLYTLSVEISSRGRASSLKLGTFIMLFNPWLQADDVFMSNHAERQEYVEEDSGIIYVGSTNRIGMVGWNFGQFEEDILNISLSILDRSLNFRRDPVTDVARRNDPKYVCRVLSAMINGNDDNGVISGNWSGNYTGGVDPRTWNGSVEILKNWKKSGFRPVQFGQCWVFAGTLNTVLRCLGVPSRVITNFNSA.... The miRNA is hsa-miR-3156-5p with sequence AAAGAUCUGGAAGUGGGAGACA. Result: 0 (no interaction).